Dataset: Full USPTO retrosynthesis dataset with 1.9M reactions from patents (1976-2016). Task: Predict the reactants needed to synthesize the given product. (1) The reactants are: [C:1]([O:5][C:6]([N:8]1[CH2:13][CH2:12][N:11](CC2C=CC=CC=2)[CH:10]([CH2:21][O:22]S(C)(=O)=O)[CH2:9]1)=[O:7])([CH3:4])([CH3:3])[CH3:2].[C:27]1(O)[CH:32]=[CH:31][CH:30]=[CH:29][CH:28]=1.C(=O)([O-])[O-].[K+].[K+]. Given the product [C:1]([O:5][C:6]([N:8]1[CH2:13][CH2:12][NH:11][CH:10]([CH2:21][O:22][C:27]2[CH:32]=[CH:31][CH:30]=[CH:29][CH:28]=2)[CH2:9]1)=[O:7])([CH3:2])([CH3:3])[CH3:4], predict the reactants needed to synthesize it. (2) Given the product [I:10][C:11]1[N:12]=[C:13]([CH3:16])[N:14]([C:2]2[CH:7]=[N:6][N:5]([CH3:8])[C:4](=[O:9])[CH:3]=2)[CH:15]=1, predict the reactants needed to synthesize it. The reactants are: Cl[C:2]1[CH:7]=[N:6][N:5]([CH3:8])[C:4](=[O:9])[CH:3]=1.[I:10][C:11]1[N:12]=[C:13]([CH3:16])[NH:14][CH:15]=1.C(=O)([O-])[O-].[Cs+].[Cs+].